This data is from Full USPTO retrosynthesis dataset with 1.9M reactions from patents (1976-2016). The task is: Predict the reactants needed to synthesize the given product. (1) Given the product [Br:1][C:12]1[CH:13]=[CH:14][C:9]([N:3]2[CH2:8][CH2:7][O:6][CH2:5][CH2:4]2)=[CH:10][CH:11]=1, predict the reactants needed to synthesize it. The reactants are: [Br:1]Br.[N:3]1([C:9]2[CH:14]=[CH:13][CH:12]=[CH:11][CH:10]=2)[CH2:8][CH2:7][O:6][CH2:5][CH2:4]1.O. (2) The reactants are: C(OC(=O)[NH:7][C@H:8]1[CH2:13][CH2:12][C@H:11]([CH2:14][CH2:15][C:16]#[N:17])[CH2:10][CH2:9]1)(C)(C)C.[F:19][C:20]([F:25])([F:24])[C:21]([OH:23])=[O:22]. Given the product [F:19][C:20]([F:25])([F:24])[C:21]([OH:23])=[O:22].[NH2:7][C@H:8]1[CH2:13][CH2:12][C@H:11]([CH2:14][CH2:15][C:16]#[N:17])[CH2:10][CH2:9]1.[C:21]([OH:23])([C:20]([F:25])([F:24])[F:19])=[O:22], predict the reactants needed to synthesize it. (3) The reactants are: [CH:1]([C:3]1[CH:12]=[CH:11][C:6]([C:7]([O:9][CH3:10])=[O:8])=[C:5]([O:13]C)[CH:4]=1)=[O:2].[Al+3].[Cl-].[Cl-].[Cl-].O. Given the product [CH:1]([C:3]1[CH:12]=[CH:11][C:6]([C:7]([O:9][CH3:10])=[O:8])=[C:5]([OH:13])[CH:4]=1)=[O:2], predict the reactants needed to synthesize it. (4) The reactants are: O.[C:2]([OH:6])(=[O:5])[CH:3]=[O:4].[C:7](=[O:17])([O:9][CH2:10][C:11]1[CH:16]=[CH:15][CH:14]=[CH:13][CH:12]=1)[NH2:8]. Given the product [CH2:10]([O:9][C:7]([NH:8][CH:3]([OH:4])[C:2]([OH:6])=[O:5])=[O:17])[C:11]1[CH:16]=[CH:15][CH:14]=[CH:13][CH:12]=1, predict the reactants needed to synthesize it. (5) Given the product [C:21]([O:24][C@@H:25]([C@@H:32]([N:35]([CH2:36][C:37]1[CH:42]=[CH:41][CH:40]=[CH:39][CH:38]=1)[CH2:43][C:44]1[CH:45]=[CH:46][CH:47]=[CH:48][CH:49]=1)[CH2:33][CH2:34][CH3:1])[C:26]([NH:28][CH:29]1[CH2:31][CH2:30]1)=[O:27])(=[O:23])[CH3:22], predict the reactants needed to synthesize it. The reactants are: [CH2:1](N(CC1C=CC=CC=1)[C@@H](CC)C=O)C1C=CC=CC=1.[C:21]([O:24][C@@H:25]([C@@H:32]([N:35]([CH2:43][C:44]1[CH:49]=[CH:48][CH:47]=[CH:46][CH:45]=1)[CH2:36][C:37]1[CH:42]=[CH:41][CH:40]=[CH:39][CH:38]=1)[CH2:33][CH3:34])[C:26]([NH:28][CH:29]1[CH2:31][CH2:30]1)=[O:27])(=[O:23])[CH3:22]. (6) Given the product [NH2:24][C:25]1[N:26]=[C:27]([C:36]2[CH:41]=[CH:40][C:39]([Cl:42])=[CH:38][C:37]=2[Cl:43])[C:28]2[CH:33]=[C:32]([CH:34]=[CH:8][C:9](=[O:11])[CH3:10])[S:31][C:29]=2[N:30]=1, predict the reactants needed to synthesize it. The reactants are: C1(P(C2C=CC=CC=2)(C2C=CC=CC=2)=[CH:8][C:9](=[O:11])[CH3:10])C=CC=CC=1.[NH2:24][C:25]1[N:26]=[C:27]([C:36]2[CH:41]=[CH:40][C:39]([Cl:42])=[CH:38][C:37]=2[Cl:43])[C:28]2[CH:33]=[C:32]([CH:34]=O)[S:31][C:29]=2[N:30]=1.CCCCCC. (7) Given the product [CH3:21][C:1]1[CH:6]=[CH:5][C:4]2[N:7]([CH2:9][CH2:10][C:11]3[CH:16]=[N:15][C:14]([C:17]([F:20])([F:19])[F:18])=[CH:13][CH:12]=3)[C:27]3[CH2:28][CH2:29][NH:24][CH2:25][C:26]=3[C:3]=2[CH:2]=1, predict the reactants needed to synthesize it. The reactants are: [C:1]1([CH3:21])[CH:6]=[CH:5][C:4]([N:7]([CH2:9][CH2:10][C:11]2[CH:12]=[CH:13][C:14]([C:17]([F:20])([F:19])[F:18])=[N:15][CH:16]=2)N)=[CH:3][CH:2]=1.Cl.O.[NH:24]1[CH2:29][CH2:28][C:27](=O)[CH2:26][CH2:25]1. (8) Given the product [ClH:7].[C:10]([C:9]1[N:2]([CH3:1])[C:3](=[N:4][NH2:5])[S:6][CH:8]=1)([CH3:13])([CH3:12])[CH3:11], predict the reactants needed to synthesize it. The reactants are: [CH3:1][NH:2][C:3](=[S:6])[NH:4][NH2:5].[Cl:7][CH2:8][C:9](=O)[C:10]([CH3:13])([CH3:12])[CH3:11]. (9) Given the product [CH2:1]([N:8]1[CH2:13][CH2:12][N:11]([C:14]([O:16][C:17]([CH3:18])([CH3:19])[CH3:20])=[O:15])[C@H:10]([CH:21]([OH:22])[C:29]2[CH:28]=[CH:27][CH:26]=[C:25]([O:24][CH3:23])[CH:30]=2)[CH2:9]1)[C:2]1[CH:7]=[CH:6][CH:5]=[CH:4][CH:3]=1, predict the reactants needed to synthesize it. The reactants are: [CH2:1]([N:8]1[CH2:13][CH2:12][N:11]([C:14]([O:16][C:17]([CH3:20])([CH3:19])[CH3:18])=[O:15])[C@H:10]([CH:21]=[O:22])[CH2:9]1)[C:2]1[CH:7]=[CH:6][CH:5]=[CH:4][CH:3]=1.[CH3:23][O:24][C:25]1[CH:26]=[C:27]([Mg]Br)[CH:28]=[CH:29][CH:30]=1.[Cl-].[NH4+]. (10) Given the product [ClH:36].[CH2:22]([O:21][C:19]([CH2:18][N:16]1[CH2:17][C:11]2[CH:10]=[C:9](/[CH:8]=[CH:7]/[C:6]([OH:27])=[O:5])[CH:26]=[N:25][C:12]=2[NH:13][C:14](=[O:24])[CH2:15]1)=[O:20])[CH3:23], predict the reactants needed to synthesize it. The reactants are: C([O:5][C:6](=[O:27])/[CH:7]=[CH:8]/[C:9]1[CH:26]=[N:25][C:12]2[NH:13][C:14](=[O:24])[CH2:15][N:16]([CH2:18][C:19]([O:21][CH2:22][CH3:23])=[O:20])[CH2:17][C:11]=2[CH:10]=1)(C)(C)C.C(O)(C(F)(F)F)=O.C(Cl)[Cl:36].